The task is: Predict the product of the given reaction.. This data is from Forward reaction prediction with 1.9M reactions from USPTO patents (1976-2016). (1) Given the reactants [NH:1]1[C:5]([CH2:6][C:7]([NH:9][C@H:10]([B:21]2[O:29]C(C)(C)C(C)(C)[O:22]2)[CH2:11][C:12]2[C:16]3[CH:17]=[CH:18][CH:19]=[CH:20][C:15]=3[O:14][CH:13]=2)=[O:8])=[CH:4][N:3]=[CH:2]1.CC(C)CB(O)O.[ClH:37], predict the reaction product. The product is: [ClH:37].[NH:1]1[C:5]([CH2:6][C:7]([NH:9][C@H:10]([B:21]([OH:29])[OH:22])[CH2:11][C:12]2[C:16]3[CH:17]=[CH:18][CH:19]=[CH:20][C:15]=3[O:14][CH:13]=2)=[O:8])=[CH:4][N:3]=[CH:2]1. (2) Given the reactants C(O)(C(F)(F)F)=O.[F:8][C:9]1[C:34]([CH2:35][CH2:36][OH:37])=[C:33]([F:38])[CH:32]=[CH:31][C:10]=1[CH2:11][N:12]1[CH2:30][CH2:29][C:15]2([O:20][CH2:19][CH2:18][N:17]([C:21]([C:23]3[S:24][C:25]([CH3:28])=[CH:26][CH:27]=3)=[O:22])[CH2:16]2)[CH2:14][CH2:13]1.CC(OI1(OC(C)=O)(OC(C)=O)OC(=O)C2C=CC=CC1=2)=O.S([O-])([O-])(=O)=S.[Na+].[Na+].C(=O)(O)[O-].[Na+], predict the reaction product. The product is: [F:8][C:9]1[C:10]([CH2:11][N:12]2[CH2:30][CH2:29][C:15]3([O:20][CH2:19][CH2:18][N:17]([C:21]([C:23]4[S:24][C:25]([CH3:28])=[CH:26][CH:27]=4)=[O:22])[CH2:16]3)[CH2:14][CH2:13]2)=[CH:31][CH:32]=[C:33]([F:38])[C:34]=1[CH2:35][CH:36]=[O:37]. (3) Given the reactants C([O-])(=O)C.[NH4+:5].[Cl:6][C:7]1[CH:12]=[CH:11][C:10]([S:13]([CH2:16][CH2:17][CH2:18][CH2:19][CH2:20][N:21]2[C:29]3[C:28]([CH3:30])=[C:27]([CH3:31])[N:26]=[C:25](OC4C=CC=CC=4)[C:24]=3[N:23]=[C:22]2[CH2:39][CH2:40][CH3:41])(=[O:15])=[O:14])=[CH:9][CH:8]=1, predict the reaction product. The product is: [Cl:6][C:7]1[CH:12]=[CH:11][C:10]([S:13]([CH2:16][CH2:17][CH2:18][CH2:19][CH2:20][N:21]2[C:29]3[C:28]([CH3:30])=[C:27]([CH3:31])[N:26]=[C:25]([NH2:5])[C:24]=3[N:23]=[C:22]2[CH2:39][CH2:40][CH3:41])(=[O:15])=[O:14])=[CH:9][CH:8]=1. (4) Given the reactants [C:1]1([C:11]2[CH:12]([C:18]3[CH:23]=[CH:22][N:21]=[CH:20][CH:19]=3)[CH2:13][C:14](=[O:17])[NH:15][N:16]=2)[C:10]2[C:5](=[CH:6][CH:7]=[CH:8][CH:9]=2)[CH:4]=[CH:3][CH:2]=1.BrBr, predict the reaction product. The product is: [C:1]1([C:11]2[N:16]=[N:15][C:14]([OH:17])=[CH:13][C:12]=2[C:18]2[CH:19]=[CH:20][N:21]=[CH:22][CH:23]=2)[C:10]2[C:5](=[CH:6][CH:7]=[CH:8][CH:9]=2)[CH:4]=[CH:3][CH:2]=1. (5) Given the reactants [OH-:1].[Na+].Br[C:4]12[CH2:13][CH:8]3[CH2:9][CH:10]([CH2:12][C:6](Br)([CH2:7]3)[CH2:5]1)[CH2:11]2.[C:15]1([OH:21])[CH:20]=[CH:19][CH:18]=[CH:17][CH:16]=1.[Br-].[Br-].[Br-].[Al+3], predict the reaction product. The product is: [OH:21][C:15]1[CH:20]=[CH:19][C:18]([C:4]23[CH2:13][CH:8]4[CH2:9][CH:10]([CH2:12][C:6]([C:4]5[CH:13]=[CH:8][C:7]([OH:1])=[CH:6][CH:5]=5)([CH2:7]4)[CH2:5]2)[CH2:11]3)=[CH:17][CH:16]=1. (6) Given the reactants [NH2:1][C:2]1[N:10]=[C:9]([F:11])[CH:8]=[CH:7][C:3]=1[C:4]([OH:6])=O.[Cl:12][C:13]1[CH:18]=[CH:17][C:16]([O:19][C:20]2[CH:21]=[C:22]([CH:25]=[CH:26][CH:27]=2)[CH2:23][NH2:24])=[CH:15][CH:14]=1.CN([P+](ON1N=NC2C=CC=CC1=2)(N(C)C)N(C)C)C.F[P-](F)(F)(F)(F)F.C(=O)(O)[O-].[Na+], predict the reaction product. The product is: [Cl:12][C:13]1[CH:18]=[CH:17][C:16]([O:19][C:20]2[CH:21]=[C:22]([CH2:23][NH:24][C:4](=[O:6])[C:3]3[CH:7]=[CH:8][C:9]([F:11])=[N:10][C:2]=3[NH2:1])[CH:25]=[CH:26][CH:27]=2)=[CH:15][CH:14]=1. (7) Given the reactants [F:1][C:2]1[C:3]([CH2:24][N:25](C)[C:26](=O)OC(C)(C)C)=[CH:4][N:5]([S:14]([C:17]2[C:18]([CH3:23])=[N:19][CH:20]=[CH:21][CH:22]=2)(=[O:16])=[O:15])[C:6]=1[C:7]1[C:8]([F:13])=[N:9][CH:10]=[CH:11][CH:12]=1.C(OCC)(=O)C.Cl, predict the reaction product. The product is: [F:1][C:2]1[C:3]([CH2:24][NH:25][CH3:26])=[CH:4][N:5]([S:14]([C:17]2[C:18]([CH3:23])=[N:19][CH:20]=[CH:21][CH:22]=2)(=[O:16])=[O:15])[C:6]=1[C:7]1[C:8]([F:13])=[N:9][CH:10]=[CH:11][CH:12]=1.